From a dataset of Full USPTO retrosynthesis dataset with 1.9M reactions from patents (1976-2016). Predict the reactants needed to synthesize the given product. (1) Given the product [Br:1][C:2]1[CH:7]=[C:6]([O:33][CH2:32][CH2:31][OH:34])[CH:5]=[CH:4][C:3]=1[C:9]1[N:10]([CH3:27])[C:11]([C:14]([CH3:15])([O:16][C:17]2[CH:24]=[CH:23][C:22]([Cl:25])=[CH:21][C:18]=2[C:19]([OH:30])=[O:28])[CH3:26])=[N:12][N:13]=1, predict the reactants needed to synthesize it. The reactants are: [Br:1][C:2]1[CH:7]=[C:6](F)[CH:5]=[CH:4][C:3]=1[C:9]1[N:10]([CH3:27])[C:11]([C:14]([CH3:26])([O:16][C:17]2[CH:24]=[CH:23][C:22]([Cl:25])=[CH:21][C:18]=2[C:19]#N)[CH3:15])=[N:12][N:13]=1.[OH-:28].[Na+].[OH2:30].[CH2:31]([OH:34])[CH2:32][OH:33]. (2) Given the product [CH2:4]([C:3]1[CH:15]=[C:12]([N+:9]([O-:11])=[O:10])[CH:13]=[CH:1][C:2]=1[OH:6])[CH3:5], predict the reactants needed to synthesize it. The reactants are: [CH3:1][C:2](=[O:6])[CH2:3][CH2:4][CH3:5].[OH-].[Na+].[N+:9]([CH:12]([CH:15]=O)[CH:13]=O)([O-:11])=[O:10].Cl.